From a dataset of Full USPTO retrosynthesis dataset with 1.9M reactions from patents (1976-2016). Predict the reactants needed to synthesize the given product. (1) Given the product [C:11]([C:15]1[CH:20]=[CH:19][C:18]2[NH:21][C:8]([CH:3]3[CH:2]([OH:1])[CH2:7][CH2:6][CH2:5][NH:4]3)=[N:22][C:17]=2[CH:16]=1)([CH3:14])([CH3:12])[CH3:13], predict the reactants needed to synthesize it. The reactants are: [OH:1][CH:2]1[CH2:7][CH2:6][CH2:5][NH:4][CH:3]1[C:8](O)=O.[C:11]([C:15]1[CH:20]=[CH:19][C:18]([NH2:21])=[C:17]([NH2:22])[CH:16]=1)([CH3:14])([CH3:13])[CH3:12].F[P-](F)(F)(F)(F)F.N1(O[P+](N(C)C)(N(C)C)N(C)C)C2C=CC=CC=2N=N1. (2) Given the product [NH2:53][CH:48]([CH2:47][CH2:46][S:45][CH2:44][C@@H:26]1[C@@H:25]([OH:24])[C@@H:29]([OH:30])[C@H:28]([N:34]2[CH:42]=[N:41][C:40]3[C:35]2=[N:36][CH:37]=[N:38][C:39]=3[NH:1][CH2:2][CH2:3][NH:4][S:5]([C:8]2[C:17]3[C:12](=[C:13]([N:18]([CH3:20])[CH3:19])[CH:14]=[CH:15][CH:16]=3)[CH:11]=[CH:10][CH:9]=2)(=[O:7])=[O:6])[O:27]1)[C:49]([OH:51])=[O:50], predict the reactants needed to synthesize it. The reactants are: [NH2:1][CH2:2][CH2:3][NH:4][S:5]([C:8]1[C:17]2[C:12](=[C:13]([N:18]([CH3:20])[CH3:19])[CH:14]=[CH:15][CH:16]=2)[CH:11]=[CH:10][CH:9]=1)(=[O:7])=[O:6].C([O:24][C@H:25]1[C@@H:29]([O:30]C(=O)C)[C@H:28]([N:34]2[CH:42]=[N:41][C:40]3[C:35]2=[N:36][CH:37]=[N:38][C:39]=3Cl)[O:27][C@@H:26]1[CH2:44][S:45][CH2:46][CH2:47][CH:48]([NH:53]C(OCC1C2C=CC=CC=2C2C1=CC=CC=2)=O)[C:49]([O:51]C)=[O:50])(=O)C. (3) Given the product [CH3:30][C:27]1([CH3:31])[O:26][C@@H:25]([CH2:24][O:1][C:2]2[CH:7]=[CH:6][CH:5]=[CH:4][C:3]=2[C:8]2[CH:9]=[CH:10][C:11]3[N:12]([C:14]([C:18]([O:20][CH2:21][CH3:22])=[O:19])=[C:15]([CH3:17])[N:16]=3)[N:13]=2)[CH2:29][O:28]1, predict the reactants needed to synthesize it. The reactants are: [OH:1][C:2]1[CH:7]=[CH:6][CH:5]=[CH:4][C:3]=1[C:8]1[CH:9]=[CH:10][C:11]2[N:12]([C:14]([C:18]([O:20][CH2:21][CH3:22])=[O:19])=[C:15]([CH3:17])[N:16]=2)[N:13]=1.Cl[CH2:24][C@H:25]1[CH2:29][O:28][C:27]([CH3:31])([CH3:30])[O:26]1.C([O-])([O-])=O.[K+].[K+]. (4) Given the product [O:32]1[C:36]2[CH:37]=[CH:38][C:39]([S:41]([N:11]([O:12][CH:13]3[CH2:14][CH2:15][CH2:16][CH2:17][CH2:18]3)[CH2:10][C@@H:9]([OH:19])[C@@H:8]([NH:20][C:21](=[O:31])[O:22][C@@H:23]3[C@H:30]4[C@H:26]([O:27][CH2:28][CH2:29]4)[O:25][CH2:24]3)[CH2:1][C:2]3[CH:3]=[CH:4][CH:5]=[CH:6][CH:7]=3)(=[O:42])=[O:43])=[CH:40][C:35]=2[O:34][CH2:33]1, predict the reactants needed to synthesize it. The reactants are: [CH2:1]([C@H:8]([NH:20][C:21](=[O:31])[O:22][C@@H:23]1[C@H:30]2[C@H:26]([O:27][CH2:28][CH2:29]2)[O:25][CH2:24]1)[C@H:9]([OH:19])[CH2:10][NH:11][O:12][CH:13]1[CH2:18][CH2:17][CH2:16][CH2:15][CH2:14]1)[C:2]1[CH:7]=[CH:6][CH:5]=[CH:4][CH:3]=1.[O:32]1[C:36]2[CH:37]=[CH:38][C:39]([S:41](Cl)(=[O:43])=[O:42])=[CH:40][C:35]=2[O:34][CH2:33]1.C(N(C(C)C)CC)(C)C. (5) Given the product [CH3:1][N:2]1[C:6]([C:17]2[S:16][C:15]([NH2:14])=[N:19][CH:18]=2)=[CH:5][C:4]([C:10]([F:13])([F:12])[F:11])=[N:3]1, predict the reactants needed to synthesize it. The reactants are: [CH3:1][N:2]1[C:6](B(O)O)=[CH:5][C:4]([C:10]([F:13])([F:12])[F:11])=[N:3]1.[NH2:14][C:15]1[S:16][C:17](Br)=[CH:18][N:19]=1.[O-]P([O-])([O-])=O.[K+].[K+].[K+].